This data is from Peptide-MHC class I binding affinity with 185,985 pairs from IEDB/IMGT. The task is: Regression. Given a peptide amino acid sequence and an MHC pseudo amino acid sequence, predict their binding affinity value. This is MHC class I binding data. (1) The peptide sequence is LRWASGVSE. The MHC is HLA-A02:03 with pseudo-sequence HLA-A02:03. The binding affinity (normalized) is 0.0847. (2) The peptide sequence is LLKYAGLTIK. The MHC is HLA-A03:01 with pseudo-sequence HLA-A03:01. The binding affinity (normalized) is 0.781.